From a dataset of NCI-60 drug combinations with 297,098 pairs across 59 cell lines. Regression. Given two drug SMILES strings and cell line genomic features, predict the synergy score measuring deviation from expected non-interaction effect. (1) Drug 1: CC1CCC2CC(C(=CC=CC=CC(CC(C(=O)C(C(C(=CC(C(=O)CC(OC(=O)C3CCCCN3C(=O)C(=O)C1(O2)O)C(C)CC4CCC(C(C4)OC)OCCO)C)C)O)OC)C)C)C)OC. Synergy scores: CSS=37.0, Synergy_ZIP=2.45, Synergy_Bliss=-0.115, Synergy_Loewe=-13.1, Synergy_HSA=1.18. Cell line: UACC62. Drug 2: CC1CCCC2(C(O2)CC(NC(=O)CC(C(C(=O)C(C1O)C)(C)C)O)C(=CC3=CSC(=N3)C)C)C. (2) Drug 1: CC1C(C(CC(O1)OC2CC(CC3=C2C(=C4C(=C3O)C(=O)C5=C(C4=O)C(=CC=C5)OC)O)(C(=O)CO)O)N)O.Cl. Drug 2: C1=C(C(=O)NC(=O)N1)N(CCCl)CCCl. Cell line: CCRF-CEM. Synergy scores: CSS=58.0, Synergy_ZIP=5.02, Synergy_Bliss=6.31, Synergy_Loewe=2.95, Synergy_HSA=8.47. (3) Drug 1: C1=CC=C(C=C1)NC(=O)CCCCCCC(=O)NO. Drug 2: CN(CC1=CN=C2C(=N1)C(=NC(=N2)N)N)C3=CC=C(C=C3)C(=O)NC(CCC(=O)O)C(=O)O. Cell line: K-562. Synergy scores: CSS=58.0, Synergy_ZIP=0.127, Synergy_Bliss=-0.497, Synergy_Loewe=-15.0, Synergy_HSA=2.14. (4) Drug 1: CCC1(CC2CC(C3=C(CCN(C2)C1)C4=CC=CC=C4N3)(C5=C(C=C6C(=C5)C78CCN9C7C(C=CC9)(C(C(C8N6C=O)(C(=O)OC)O)OC(=O)C)CC)OC)C(=O)OC)O.OS(=O)(=O)O. Drug 2: C1CC(C1)(C(=O)O)C(=O)O.[NH2-].[NH2-].[Pt+2]. Cell line: NCI-H522. Synergy scores: CSS=29.7, Synergy_ZIP=-8.58, Synergy_Bliss=-4.18, Synergy_Loewe=-2.23, Synergy_HSA=-1.68. (5) Drug 2: CN1C2=C(C=C(C=C2)N(CCCl)CCCl)N=C1CCCC(=O)O.Cl. Drug 1: CN(C)N=NC1=C(NC=N1)C(=O)N. Cell line: T-47D. Synergy scores: CSS=-4.09, Synergy_ZIP=-2.32, Synergy_Bliss=-3.43, Synergy_Loewe=-10.3, Synergy_HSA=-4.47.